Dataset: Full USPTO retrosynthesis dataset with 1.9M reactions from patents (1976-2016). Task: Predict the reactants needed to synthesize the given product. (1) Given the product [NH2:51][C@H:52]([CH2:56][C:57]1[CH:62]=[CH:61][C:60]([Cl:63])=[CH:59][CH:58]=1)[C:6]([NH:7][CH:8]1[CH2:9][N:10]([C:12]2[C:21]3[C:16](=[CH:17][CH:18]=[CH:19][CH:20]=3)[N:15]=[CH:14][N:13]=2)[CH2:11]1)=[O:22], predict the reactants needed to synthesize it. The reactants are: C(O[C:6](=[O:22])[NH:7][CH:8]1[CH2:11][N:10]([C:12]2[C:21]3[C:16](=[CH:17][CH:18]=[CH:19][CH:20]=3)[N:15]=[CH:14][N:13]=2)[CH2:9]1)(C)(C)C.C1C=CC2N(O)N=NC=2C=1.CCN=C=NCCCN(C)C.C(OC([NH:51][C@@H:52]([CH2:56][C:57]1[CH:62]=[CH:61][C:60]([Cl:63])=[CH:59][CH:58]=1)C(O)=O)=O)(C)(C)C.C(O)(C(F)(F)F)=O. (2) Given the product [C:1]1([NH:7][C:8]([N:10]2[CH2:15][CH2:14][N:13]([CH2:24][CH2:23][CH2:22][C:16]3[CH:21]=[CH:20][CH:19]=[CH:18][CH:17]=3)[CH2:12][CH2:11]2)=[O:9])[CH:6]=[CH:5][CH:4]=[CH:3][CH:2]=1, predict the reactants needed to synthesize it. The reactants are: [C:1]1([NH:7][C:8]([N:10]2[CH2:15][CH2:14][NH:13][CH2:12][CH2:11]2)=[O:9])[CH:6]=[CH:5][CH:4]=[CH:3][CH:2]=1.[C:16]1([CH2:22][CH2:23][CH:24]=O)[CH:21]=[CH:20][CH:19]=[CH:18][CH:17]=1. (3) Given the product [Br:36][C:11]1[C:10](=[O:12])[N:9]([CH2:13][C:14]2[CH:22]=[CH:21][C:17]([C:18]([NH:46][CH3:51])=[O:19])=[CH:16][CH:15]=2)[C:8]([CH3:23])=[N:7][C:6]=1[O:5][CH2:4][C:3]1[CH:24]=[CH:25][C:26]([F:28])=[CH:27][C:2]=1[F:1], predict the reactants needed to synthesize it. The reactants are: [F:1][C:2]1[CH:27]=[C:26]([F:28])[CH:25]=[CH:24][C:3]=1[CH2:4][O:5][C:6]1[N:7]=[C:8]([CH3:23])[N:9]([CH2:13][C:14]2[CH:22]=[CH:21][C:17]([C:18](O)=[O:19])=[CH:16][CH:15]=2)[C:10](=[O:12])[CH:11]=1.C1C(=O)N([Br:36])C(=O)C1.C(OC(Cl)=O)C(C)C.C[N:46]1[CH2:51]COCC1.CN. (4) Given the product [NH2:12][C@H:3]([CH:2]([CH3:23])[CH3:1])[C:4]([NH:5][CH2:6][C:7]([F:8])([F:9])[F:10])=[O:11], predict the reactants needed to synthesize it. The reactants are: [CH3:1][CH:2]([CH3:23])[C@@H:3]([NH:12]C(=O)OCC1C=CC=CC=1)[C:4](=[O:11])[NH:5][CH2:6][C:7]([F:10])([F:9])[F:8].[H][H]. (5) Given the product [CH3:12][C:10]1[C:9]2[C:4](=[CH:5][CH:6]=[CH:7][CH:8]=2)[N:3]=[C:2]([NH:13][CH:14]2[CH2:19][CH2:18][CH2:17][CH:16]([NH2:20])[CH2:15]2)[CH:11]=1, predict the reactants needed to synthesize it. The reactants are: Cl[C:2]1[CH:11]=[C:10]([CH3:12])[C:9]2[C:4](=[CH:5][CH:6]=[CH:7][CH:8]=2)[N:3]=1.[NH2:13][CH:14]1[CH2:19][CH2:18][CH2:17][CH:16]([NH2:20])[CH2:15]1. (6) Given the product [C:32]([CH:16]([C:2]1[C:7]([CH:8]([CH3:10])[CH3:9])=[C:6]([O:11][CH3:12])[N:5]=[C:4]([O:13][CH3:14])[N:3]=1)[C:17]1[CH:18]=[C:19]([CH:24]=[CH:25][C:26]#[N:27])[CH:20]=[C:21]([CH3:23])[CH:22]=1)#[N:33], predict the reactants needed to synthesize it. The reactants are: Cl[C:2]1[C:7]([CH:8]([CH3:10])[CH3:9])=[C:6]([O:11][CH3:12])[N:5]=[C:4]([O:13][CH3:14])[N:3]=1.Br[CH2:16][C:17]1[CH:18]=[C:19]([CH:24]=[CH:25][C:26]#[N:27])[CH:20]=[C:21]([CH3:23])[CH:22]=1.[H-].[Na+].[Cl-].[NH4+].[CH3:32][N:33](C=O)C.